Dataset: Full USPTO retrosynthesis dataset with 1.9M reactions from patents (1976-2016). Task: Predict the reactants needed to synthesize the given product. (1) Given the product [CH:1]1([C:4]2[N:8]=[C:7]([C:9]3[C:10]4[CH2:25][CH2:24][CH2:23][CH2:22][C:11]=4[S:12][C:13]=3[NH2:14])[O:6][N:5]=2)[CH2:3][CH2:2]1, predict the reactants needed to synthesize it. The reactants are: [CH:1]1([C:4]2[N:8]=[C:7]([C:9]3[C:10]4[CH2:25][CH2:24][CH2:23][CH2:22][C:11]=4[S:12][C:13]=3[NH:14]C(=O)OC(C)(C)C)[O:6][N:5]=2)[CH2:3][CH2:2]1.C(O)(C(F)(F)F)=O.CCCCCCC.CCOC(C)=O. (2) Given the product [Br:1][C:2]1[CH:9]=[CH:8][C:7]([OH:10])=[CH:6][C:3]=1[CH:4]=[O:5], predict the reactants needed to synthesize it. The reactants are: [Br:1][C:2]1[CH:9]=[CH:8][C:7]([O:10]C)=[CH:6][C:3]=1[CH:4]=[O:5].B(Br)(Br)Br. (3) Given the product [OH:6][C@@H:5]([C:7]1[N:8]=[CH:9][C:10]([NH:13][C:14](=[O:37])[C@@H:15]([N:20]2[CH2:24][C:23]([O:25][C:26]3[CH:31]=[CH:30][CH:29]=[C:28]([O:32][CH2:33][CH3:34])[C:27]=3[F:35])=[CH:22][C:21]2=[O:36])[CH2:16][CH:17]([CH3:18])[CH3:19])=[N:11][CH:12]=1)[CH2:4][OH:3], predict the reactants needed to synthesize it. The reactants are: CC1(C)[O:6][C@@H:5]([C:7]2[N:8]=[CH:9][C:10]([NH:13][C:14](=[O:37])[C@@H:15]([N:20]3[CH2:24][C:23]([O:25][C:26]4[CH:31]=[CH:30][CH:29]=[C:28]([O:32][CH2:33][CH3:34])[C:27]=4[F:35])=[CH:22][C:21]3=[O:36])[CH2:16][CH:17]([CH3:19])[CH3:18])=[N:11][CH:12]=2)[CH2:4][O:3]1.Cl.